From a dataset of Full USPTO retrosynthesis dataset with 1.9M reactions from patents (1976-2016). Predict the reactants needed to synthesize the given product. (1) Given the product [Cl:1][C:2]1[CH:3]=[CH:4][C:5]([CH2:6][N:7]([CH2:37][CH3:38])[C:8]2[CH:16]=[CH:15][C:14]3[C:10](=[CH:11][N:12]([C@H:17]([CH3:34])[C@:18]([C:26]4[CH:31]=[CH:30][C:29]([F:32])=[CH:28][C:27]=4[F:33])([OH:25])[CH2:19][N:20]4[CH:24]=[N:23][CH:22]=[N:21]4)[N:13]=3)[CH:9]=2)=[CH:35][CH:36]=1, predict the reactants needed to synthesize it. The reactants are: [Cl:1][C:2]1[CH:36]=[CH:35][C:5]([CH2:6][NH:7][C:8]2[CH:16]=[CH:15][C:14]3[C:10](=[CH:11][N:12]([C@H:17]([CH3:34])[C@:18]([C:26]4[CH:31]=[CH:30][C:29]([F:32])=[CH:28][C:27]=4[F:33])([OH:25])[CH2:19][N:20]4[CH:24]=[N:23][CH:22]=[N:21]4)[N:13]=3)[CH:9]=2)=[CH:4][CH:3]=1.[CH:37](N(C(C)C)CC)(C)[CH3:38].BrCC. (2) Given the product [C:33]([OH:37])(=[O:36])[CH:34]=[CH2:35].[CH:1]1([CH2:11][OH:12])[CH2:10][CH2:9][CH2:8][CH2:7][CH2:6][CH2:5][CH2:4][CH2:3][CH2:2]1.[CH:1]1([CH2:11][OH:12])[CH2:10][CH2:9][CH2:8][CH2:7][CH2:6][CH2:5][CH2:4][CH2:3][CH2:2]1.[CH:1]1([CH2:11][OH:12])[CH2:10][CH2:9][CH2:8][CH2:7][CH2:6][CH2:5][CH2:4][CH2:3][CH2:2]1, predict the reactants needed to synthesize it. The reactants are: [CH:1]1([C:11](C2CCCCCCCCC2)(C2CCCCCCCCC2)[OH:12])[CH2:10][CH2:9][CH2:8][CH2:7][CH2:6][CH2:5][CH2:4][CH2:3][CH2:2]1.[C:33]([OH:37])(=[O:36])[CH:34]=[CH2:35].CS(O)(=O)=O.